Dataset: Reaction yield outcomes from USPTO patents with 853,638 reactions. Task: Predict the reaction yield, written as a fraction of the theoretical maximum amount of product (1.0 means a 100% yield; for example, 0.34 means a 34% yield). (1) The reactants are [O:1]1[C:5]2[CH:6]=[CH:7][CH:8]=[CH:9][C:4]=2[CH2:3][CH2:2]1.CN(C)[CH:12]=[O:13].P(Cl)(Cl)(Cl)=O.O. The catalyst is C1(C)C=CC=CC=1. The product is [O:1]1[C:5]2[CH:6]=[CH:7][C:8]([CH:12]=[O:13])=[CH:9][C:4]=2[CH2:3][CH2:2]1. The yield is 1.00. (2) The reactants are [CH:1]([C@H:14]1[O:19][CH2:18][C@@H:17]([NH2:20])[CH2:16][CH2:15]1)([C:8]1[CH:13]=[CH:12][CH:11]=[CH:10][CH:9]=1)[C:2]1[CH:7]=[CH:6][CH:5]=[CH:4][CH:3]=1.[Br:21][C:22]1[CH:29]=[CH:28][C:25]([CH:26]=O)=[CH:24][CH:23]=1.C(O)(=O)C.[BH3-]C#N.[Na+]. The catalyst is ClCCCl.CO. The product is [CH:1]([C@H:14]1[O:19][CH2:18][C@@H:17]([NH:20][CH2:26][C:25]2[CH:28]=[CH:29][C:22]([Br:21])=[CH:23][CH:24]=2)[CH2:16][CH2:15]1)([C:8]1[CH:13]=[CH:12][CH:11]=[CH:10][CH:9]=1)[C:2]1[CH:3]=[CH:4][CH:5]=[CH:6][CH:7]=1. The yield is 0.800. (3) The catalyst is C1COCC1. The reactants are [CH3:1][C:2]1[CH:6]=[C:5]([CH3:7])[NH:4][C:3]=1/[CH:8]=[C:9]1\[C:10](=[O:21])[N:11]([C:18](Cl)=[O:19])[C:12]2[C:17]\1=[CH:16][CH:15]=[CH:14][CH:13]=2.[N:22]1([CH2:28][CH:29]([OH:32])[CH2:30][OH:31])[CH2:27][CH2:26][O:25][CH2:24][CH2:23]1.N1C=CC=CC=1. The yield is 0.550. The product is [OH:32][CH:29]([CH2:28][N:22]1[CH2:27][CH2:26][O:25][CH2:24][CH2:23]1)[CH2:30][O:31][C:18]([N:11]1[C:12]2[C:17](=[CH:16][CH:15]=[CH:14][CH:13]=2)/[C:9](=[CH:8]/[C:3]2[NH:4][C:5]([CH3:7])=[CH:6][C:2]=2[CH3:1])/[C:10]1=[O:21])=[O:19]. (4) The reactants are [CH:1]([C:4]1[C:8](/[CH:9]=[CH:10]/[C:11]([O:13][CH2:14][CH3:15])=[O:12])=[CH:7][N:6]([C:16]2[CH:21]=[CH:20][C:19]([C:22]([F:25])([F:24])[F:23])=[CH:18][CH:17]=2)[N:5]=1)([CH3:3])[CH3:2]. The catalyst is [C].[Pd].O1CCCC1. The product is [CH:1]([C:4]1[C:8]([CH2:9][CH2:10][C:11]([O:13][CH2:14][CH3:15])=[O:12])=[CH:7][N:6]([C:16]2[CH:17]=[CH:18][C:19]([C:22]([F:24])([F:25])[F:23])=[CH:20][CH:21]=2)[N:5]=1)([CH3:2])[CH3:3]. The yield is 0.990.